Task: Predict the reaction yield, written as a fraction of the theoretical maximum amount of product (1.0 means a 100% yield; for example, 0.34 means a 34% yield).. Dataset: Reaction yield outcomes from USPTO patents with 853,638 reactions (1) The reactants are [O:1]1[CH2:6][CH2:5][CH2:4][CH2:3][CH:2]1[O:7][C@H:8]1[CH2:16][C:15]2[C:10](=[CH:11][CH:12]=[CH:13][CH:14]=2)[C@H:9]1[NH:17][C:18](=[O:24])[O:19][C:20]([CH3:23])([CH3:22])[CH3:21].[H-].[Na+].[CH3:27]I.O. The catalyst is CC(N(C)C)=O. The product is [CH3:27][N:17]([C@@H:9]1[C:10]2[C:15](=[CH:14][CH:13]=[CH:12][CH:11]=2)[CH2:16][C@@H:8]1[O:7][CH:2]1[CH2:3][CH2:4][CH2:5][CH2:6][O:1]1)[C:18](=[O:24])[O:19][C:20]([CH3:21])([CH3:23])[CH3:22]. The yield is 0.970. (2) The reactants are [CH2:1]([O:8][C:9]([N:11]1[CH2:15][C:14](=[O:16])[N:13]=[C:12]1[NH2:17])=[O:10])[C:2]1[CH:7]=[CH:6][CH:5]=[CH:4][CH:3]=1.CCN(CC)CC.[CH3:25][C:26](OC(C)=O)=[O:27]. The catalyst is CN(C1C=CN=CC=1)C.C(Cl)Cl. The product is [CH2:1]([O:8][C:9]([N:11]1[CH2:15][C:14](=[O:16])[N:13]=[C:12]1[NH:17][C:26](=[O:27])[CH3:25])=[O:10])[C:2]1[CH:7]=[CH:6][CH:5]=[CH:4][CH:3]=1. The yield is 0.982. (3) The catalyst is ClCCl.[Fe](Cl)(Cl)Cl. The product is [Cl:1][C:2]1[CH:3]=[C:4]([CH:37]=[CH:38][C:39]=1[Cl:40])[CH2:5][NH:6][C:7]([C:9]1[N:21]=[C:20]2[N:12]([O:13][C:14]3[C:19]2=[C:18]([N:22]2[CH2:23][CH2:24][O:25][CH2:26][CH2:27]2)[CH:17]=[CH:16][CH:15]=3)[C:11](=[O:28])[C:10]=1[OH:29])=[O:8]. The reactants are [Cl:1][C:2]1[CH:3]=[C:4]([CH:37]=[CH:38][C:39]=1[Cl:40])[CH2:5][NH:6][C:7]([C:9]1[N:21]=[C:20]2[N:12]([O:13][C:14]3[C:19]2=[C:18]([N:22]2[CH2:27][CH2:26][O:25][CH2:24][CH2:23]2)[CH:17]=[CH:16][CH:15]=3)[C:11](=[O:28])[C:10]=1[O:29]CC1C=CC=CC=1)=[O:8].Cl. The yield is 0.800. (4) The reactants are FC(F)(F)C(O)=O.[NH:8]([C:15]([C:17]1[S:18][CH:19]=[CH:20][C:21]=1[NH:22]C(=O)OC(C)(C)C)=[O:16])[C:9]1[CH:14]=[CH:13][CH:12]=[CH:11][CH:10]=1. The catalyst is C(Cl)Cl.C(OCC)(=O)C. The product is [NH2:22][C:21]1[CH:20]=[CH:19][S:18][C:17]=1[C:15]([NH:8][C:9]1[CH:10]=[CH:11][CH:12]=[CH:13][CH:14]=1)=[O:16]. The yield is 1.00. (5) The reactants are [CH3:1][C:2]1[CH:9]=[CH:8][C:7]([CH3:10])=[CH:6][C:3]=1[CH:4]=[O:5].S(=O)(=O)(O)O.[N+:16]([O-])([O-:18])=[O:17].[Na+].[Cl-].[Na+]. The catalyst is O. The product is [CH3:1][C:2]1[C:9]([N+:16]([O-:18])=[O:17])=[CH:8][C:7]([CH3:10])=[CH:6][C:3]=1[CH:4]=[O:5]. The yield is 0.300. (6) The reactants are FC(F)(F)C(O)=O.[CH2:8]([C:10]1[CH:15]=[CH:14][CH:13]=[CH:12][C:11]=1[NH:16][C:17]1[C:26]2[C:21](=[CH:22][C:23]([O:28][CH3:29])=[C:24]([OH:27])[CH:25]=2)[N:20]=[CH:19][C:18]=1[C:30]([NH2:32])=[O:31])[CH3:9].C(N(CC)CC)C.[CH3:40][CH:41]([S:43](Cl)(=[O:45])=[O:44])[CH3:42]. The catalyst is CN1CCCC1=O. The product is [CH3:40][CH:41]([S:43]([O:27][C:24]1[CH:25]=[C:26]2[C:21](=[CH:22][C:23]=1[O:28][CH3:29])[N:20]=[CH:19][C:18]([C:30]([NH2:32])=[O:31])=[C:17]2[NH:16][C:11]1[CH:12]=[CH:13][CH:14]=[CH:15][C:10]=1[CH2:8][CH3:9])(=[O:45])=[O:44])[CH3:42]. The yield is 0.320. (7) The reactants are [F:1][C:2]1[CH:3]=[C:4]([C:29]2[C:30]([C:35]#[N:36])=[CH:31][CH:32]=[CH:33][CH:34]=2)[CH:5]=[CH:6][C:7]=1[CH2:8][C:9]1[C:10](=[O:28])[N:11]([C@H:21]2[CH2:26][CH2:25][C@H:24]([OH:27])[CH2:23][CH2:22]2)[C:12]2[N:13]([N:18]=[CH:19][N:20]=2)[C:14]=1[CH2:15][CH2:16][CH3:17].FC(F)(F)S(O[Si](C(C)(C)C)(C)C)(=O)=O.[N:52]1C(C)=CC=CC=1C.[Cl-].O[NH3+].[C:63](=[O:66])([O-])[OH:64].[Na+]. The product is [F:1][C:2]1[CH:3]=[C:4]([C:29]2[CH:34]=[CH:33][CH:32]=[CH:31][C:30]=2[C:35]2[NH:52][C:63](=[O:66])[O:64][N:36]=2)[CH:5]=[CH:6][C:7]=1[CH2:8][C:9]1[C:10](=[O:28])[N:11]([C@H:21]2[CH2:26][CH2:25][C@H:24]([OH:27])[CH2:23][CH2:22]2)[C:12]2[N:13]([N:18]=[CH:19][N:20]=2)[C:14]=1[CH2:15][CH2:16][CH3:17]. The yield is 0.400. The catalyst is C(OCC)(=O)C.CS(C)=O.O1CCCC1. (8) The reactants are [N:1]([CH2:4][C:5]([NH:7][CH2:8][C:9](=[O:20])[C:10]1[CH:15]=[C:14]([O:16][CH3:17])[CH:13]=[CH:12][C:11]=1[O:18][CH3:19])=[O:6])=[N+:2]=[N-:3].[BH4-].[Na+].C(O)(=O)C. The catalyst is CO. The yield is 0.950. The product is [N:1]([CH2:4][C:5]([NH:7][CH2:8][CH:9]([OH:20])[C:10]1[CH:15]=[C:14]([O:16][CH3:17])[CH:13]=[CH:12][C:11]=1[O:18][CH3:19])=[O:6])=[N+:2]=[N-:3].